This data is from Forward reaction prediction with 1.9M reactions from USPTO patents (1976-2016). The task is: Predict the product of the given reaction. (1) Given the reactants [Cl:1][C:2]1[CH:3]=[C:4]([CH:6]=[C:7]([Cl:9])[CH:8]=1)[NH2:5].[CH2:10]([C:12](=O)[C:13]([O-:15])=[O:14])[CH3:11].[CH3:17][C:18]1[CH:25]=[CH:24][C:21](C=C)=[CH:20][CH:19]=1.FC(F)(F)C(O)=O.[OH-].[Na+], predict the reaction product. The product is: [Cl:1][C:2]1[CH:8]=[C:7]([Cl:9])[CH:6]=[C:4]2[C:3]=1[CH:11]([C:21]1[CH:24]=[CH:25][C:18]([CH3:17])=[CH:19][CH:20]=1)[CH2:10][CH:12]([C:13]([OH:15])=[O:14])[NH:5]2. (2) Given the reactants [NH2:1][C:2]1[CH:3]=[CH:4][C:5]([CH3:25])=[C:6]([C:8]([C:10]2[CH:15]=[CH:14][C:13]([NH:16][C:17]3[CH:22]=[CH:21][C:20]([F:23])=[CH:19][CH:18]=3)=[CH:12][C:11]=2[Cl:24])=[O:9])[CH:7]=1.FC(F)(F)S([N:31]=[N+:32]=[N-])(=O)=O.CO.CCOC(C)=O.C([O-])(O)=O.[Na+], predict the reaction product. The product is: [N:1]([C:2]1[CH:3]=[CH:4][C:5]([CH3:25])=[C:6]([C:8]([C:10]2[CH:15]=[CH:14][C:13]([NH:16][C:17]3[CH:22]=[CH:21][C:20]([F:23])=[CH:19][CH:18]=3)=[CH:12][C:11]=2[Cl:24])=[O:9])[CH:7]=1)=[N+:31]=[N-:32]. (3) Given the reactants [F:1][C:2]1[CH:3]=[CH:4][C:5]([N:13]2[CH2:18][CH2:17][NH:16][CH2:15][CH2:14]2)=[C:6]2[C:11]=1[N:10]=[C:9]([CH3:12])[CH:8]=[CH:7]2.Cl[CH2:20][CH2:21][C:22]1[CH:23]=[CH:24][C:25]2[O:30][CH2:29][C:28](=[O:31])[N:27]([CH3:32])[C:26]=2[CH:33]=1.[I-].[Na+].C(=O)([O-])[O-].[Na+].[Na+], predict the reaction product. The product is: [F:1][C:2]1[CH:3]=[CH:4][C:5]([N:13]2[CH2:18][CH2:17][N:16]([CH2:20][CH2:21][C:22]3[CH:23]=[CH:24][C:25]4[O:30][CH2:29][C:28](=[O:31])[N:27]([CH3:32])[C:26]=4[CH:33]=3)[CH2:15][CH2:14]2)=[C:6]2[C:11]=1[N:10]=[C:9]([CH3:12])[CH:8]=[CH:7]2. (4) Given the reactants C(OC(=O)C1C=C(Cl)C(CN2CC[C@@H](N)C2)=CC=1N)C.[C:21]([O:25][C:26]([N:28]1[CH2:33][CH2:32][N:31]([CH2:34][C:35]2[CH:40]=[C:39]([NH2:41])[C:38]([C:42]([O:44][CH2:45][CH3:46])=[O:43])=[CH:37][C:36]=2[Cl:47])[CH2:30][CH2:29]1)=[O:27])([CH3:24])([CH3:23])[CH3:22], predict the reaction product. The product is: [CH2:45]([O:44][C:42](=[O:43])[C:38]1[CH:37]=[C:36]([Cl:47])[C:35]([CH2:34][N:31]2[CH2:32][CH2:33][C@@H:29]([NH:28][C:26]([O:25][C:21]([CH3:24])([CH3:23])[CH3:22])=[O:27])[CH2:30]2)=[CH:40][C:39]=1[NH2:41])[CH3:46].